This data is from Forward reaction prediction with 1.9M reactions from USPTO patents (1976-2016). The task is: Predict the product of the given reaction. (1) Given the reactants [N:1]1[N:5]2[CH2:6][CH2:7][CH2:8][N:9]([C:11]([O:13][CH2:14][C:15]3[CH:20]=[C:19]([C:21]([F:24])([F:23])[F:22])[CH:18]=[C:17]([Cl:25])[CH:16]=3)=[O:12])[CH2:10][C:4]2=[CH:3][C:2]=1[C:26](OCC)=[O:27].[BH4-].[Li+], predict the reaction product. The product is: [OH:27][CH2:26][C:2]1[CH:3]=[C:4]2[CH2:10][N:9]([C:11]([O:13][CH2:14][C:15]3[CH:20]=[C:19]([C:21]([F:22])([F:24])[F:23])[CH:18]=[C:17]([Cl:25])[CH:16]=3)=[O:12])[CH2:8][CH2:7][CH2:6][N:5]2[N:1]=1. (2) Given the reactants [CH2:1]([N:4]1[C:13]2[C:8](=[CH:9][CH:10]=[C:11](F)[CH:12]=2)[C:7](=[O:15])[C:6]([C:16]([O:18][CH2:19][CH3:20])=[O:17])=[CH:5]1)[CH:2]=[CH2:3].[NH:21]1[CH2:26][CH2:25][NH:24][CH2:23][CH2:22]1, predict the reaction product. The product is: [CH2:1]([N:4]1[C:13]2[C:8](=[CH:9][CH:10]=[C:11]([N:21]3[CH2:26][CH2:25][NH:24][CH2:23][CH2:22]3)[CH:12]=2)[C:7](=[O:15])[C:6]([C:16]([O:18][CH2:19][CH3:20])=[O:17])=[CH:5]1)[CH:2]=[CH2:3]. (3) Given the reactants C1(P(C2C=CC=CC=2)C2C=CC=CC=2)C=CC=CC=1.[O:20]1[CH2:24][CH2:23][CH2:22][CH2:21]1.N(C(OC(C)C)=O)=NC(OC(C)C)=O.COCCCO.[F:45][C:46]1[CH:47]=[C:48]2[C:53](=[C:54]([OH:56])[CH:55]=1)[N:52]=[C:51]([CH3:57])[CH:50]=[CH:49]2, predict the reaction product. The product is: [F:45][C:46]1[CH:47]=[C:48]2[C:53](=[C:54]([O:56][CH2:23][CH2:22][CH2:21][O:20][CH3:24])[CH:55]=1)[N:52]=[C:51]([CH3:57])[CH:50]=[CH:49]2. (4) The product is: [ClH:3].[Cl:3][CH2:32][C:17]1[N:18]([CH2:19][C:20]2[O:24][N:23]=[C:22]([C:25]3[CH:30]=[CH:29][C:28]([F:31])=[CH:27][CH:26]=3)[CH:21]=2)[C:14]2[C:13]3[CH:12]=[CH:11][CH:10]=[CH:9][C:8]=3[N:7]=[C:6]([NH2:5])[C:15]=2[N:16]=1. Given the reactants S(Cl)([Cl:3])=O.[NH2:5][C:6]1[C:15]2[N:16]=[C:17]([CH2:32]O)[N:18]([CH2:19][C:20]3[O:24][N:23]=[C:22]([C:25]4[CH:30]=[CH:29][C:28]([F:31])=[CH:27][CH:26]=4)[CH:21]=3)[C:14]=2[C:13]2[CH:12]=[CH:11][CH:10]=[CH:9][C:8]=2[N:7]=1, predict the reaction product. (5) Given the reactants [F:1][C:2]1[CH:10]=[CH:9][C:5]([CH2:6][CH2:7][NH2:8])=[CH:4][CH:3]=1.[CH2:11]([C:13]1[CH:18]=[CH:17][C:16](I)=[CH:15][CH:14]=1)[CH3:12], predict the reaction product. The product is: [CH2:11]([C:13]1[CH:18]=[CH:17][C:16]([NH:8][CH2:7][CH2:6][C:5]2[CH:9]=[CH:10][C:2]([F:1])=[CH:3][CH:4]=2)=[CH:15][CH:14]=1)[CH3:12]. (6) Given the reactants [NH2:1][C:2]1[C:7]([Cl:8])=[CH:6][C:5]([OH:9])=[C:4]([O:10][C:11]2[CH:16]=[CH:15][C:14]([Cl:17])=[CH:13][C:12]=2[Cl:18])[CH:3]=1.CO[CH:21]1[CH2:25][CH2:24][CH:23](OC)O1, predict the reaction product. The product is: [Cl:8][C:7]1[C:2]([N:1]2[CH:21]=[CH:25][CH:24]=[CH:23]2)=[CH:3][C:4]([O:10][C:11]2[CH:16]=[CH:15][C:14]([Cl:17])=[CH:13][C:12]=2[Cl:18])=[C:5]([OH:9])[CH:6]=1. (7) Given the reactants [O-2].[Zn+2:2].[P:3](=O)([OH:6])([OH:5])[OH:4], predict the reaction product. The product is: [O-:6][P:3](=[O:5])=[O:4].[O-:6][P:3](=[O:5])=[O:4].[Zn+2:2]. (8) Given the reactants [CH3:1][N:2]([CH3:47])[CH2:3][C:4]([N:6]1[C:14]2[C:9](=[CH:10][C:11]([O:45][CH3:46])=[C:12]([NH:15][C:16]3[N:29]4[C:20](=[N:21][C:22]5[C:27]([C:28]4=[O:30])=[C:26]([F:31])[CH:25]=[CH:24][CH:23]=5)[C:19]4[CH:32]=[CH:33][N:34]([S:35]([C:38]5[CH:43]=[CH:42][C:41]([CH3:44])=[CH:40][CH:39]=5)(=[O:37])=[O:36])[C:18]=4[N:17]=3)[CH:13]=2)[CH2:8][CH2:7]1)=[O:5].[CH3:48][CH:49]([CH3:52])[CH2:50][NH2:51], predict the reaction product. The product is: [CH3:1][N:2]([CH3:47])[CH2:3][C:4]([N:6]1[C:14]2[C:9](=[CH:10][C:11]([O:45][CH3:46])=[C:12]([NH:15][C:16]3[N:29]=[C:20]([NH:21][C:22]4[CH:23]=[CH:24][CH:25]=[C:26]([F:31])[C:27]=4[C:28]([NH:51][CH2:50][CH:49]([CH3:52])[CH3:48])=[O:30])[C:19]4[CH:32]=[CH:33][N:34]([S:35]([C:38]5[CH:43]=[CH:42][C:41]([CH3:44])=[CH:40][CH:39]=5)(=[O:37])=[O:36])[C:18]=4[N:17]=3)[CH:13]=2)[CH2:8][CH2:7]1)=[O:5].